This data is from Cav3 T-type calcium channel HTS with 100,875 compounds. The task is: Binary Classification. Given a drug SMILES string, predict its activity (active/inactive) in a high-throughput screening assay against a specified biological target. (1) The drug is Clc1cc(N2CCN(C(CCC)c3n(nnn3)Cc3occc3)CC2)c(cc1)C. The result is 1 (active). (2) The compound is o1c2c(n(CCCCN3C(=O)c4c(C3=O)cccc4)c1=O)cccc2. The result is 0 (inactive). (3) The compound is ClC(Cl)(Cl)C(NC(=S)Nc1cc(Cl)c(Cl)cc1)NC(=O)c1occc1. The result is 0 (inactive).